Dataset: Peptide-MHC class II binding affinity with 134,281 pairs from IEDB. Task: Regression. Given a peptide amino acid sequence and an MHC pseudo amino acid sequence, predict their binding affinity value. This is MHC class II binding data. (1) The peptide sequence is PKYVKQNTLKLAT. The MHC is HLA-DPA10201-DPB10101 with pseudo-sequence HLA-DPA10201-DPB10101. The binding affinity (normalized) is 0.395. (2) The peptide sequence is AAATAGTTRYGAFAA. The MHC is HLA-DPA10103-DPB10401 with pseudo-sequence HLA-DPA10103-DPB10401. The binding affinity (normalized) is 0.0584. (3) The peptide sequence is TIGTSVEESEMFMPR. The MHC is DRB1_0701 with pseudo-sequence DRB1_0701. The binding affinity (normalized) is 0.290. (4) The peptide sequence is LHFSEALHIIAGTPE. The MHC is DRB1_0101 with pseudo-sequence DRB1_0101. The binding affinity (normalized) is 0.611. (5) The peptide sequence is AMRDMAGRFEVHAQT. The MHC is DRB1_0405 with pseudo-sequence DRB1_0405. The binding affinity (normalized) is 0.287. (6) The peptide sequence is EYLNKIQNSLSTEWSPCSVT. The MHC is DRB1_1101 with pseudo-sequence DRB1_1101. The binding affinity (normalized) is 0. (7) The peptide sequence is DTPYLDITYHFVMQRLPL. The MHC is DRB1_0301 with pseudo-sequence DRB1_0301. The binding affinity (normalized) is 0.520.